Dataset: Full USPTO retrosynthesis dataset with 1.9M reactions from patents (1976-2016). Task: Predict the reactants needed to synthesize the given product. (1) The reactants are: [CH3:1][C:2]1[CH:7]=[CH:6][C:5]([S:8]([N:11]2[C:15]([C:16]3[CH:21]=[CH:20][CH:19]=[CH:18][CH:17]=3)=[CH:14][C:13]([C:22](OCC)=[O:23])=[CH:12]2)(=[O:10])=[O:9])=[CH:4][CH:3]=1.C1(C)C=CC=CC=1.[H-].C([Al+]CC(C)C)C(C)C.Cl. Given the product [CH3:1][C:2]1[CH:3]=[CH:4][C:5]([S:8]([N:11]2[C:15]([C:16]3[CH:21]=[CH:20][CH:19]=[CH:18][CH:17]=3)=[CH:14][C:13]([CH2:22][OH:23])=[CH:12]2)(=[O:10])=[O:9])=[CH:6][CH:7]=1, predict the reactants needed to synthesize it. (2) Given the product [C:1]1(=[C:8]([C:25]2[CH:30]=[CH:29][CH:28]=[C:27]([OH:31])[CH:26]=2)[C:9]2[CH:14]=[CH:13][C:12](/[CH:15]=[CH:16]/[C:17]([OH:19])=[O:18])=[C:11]([F:24])[CH:10]=2)[CH2:7][CH2:6][CH2:5][CH2:4][CH2:3][CH2:2]1, predict the reactants needed to synthesize it. The reactants are: [C:1]1(=[C:8]([C:25]2[CH:30]=[CH:29][CH:28]=[C:27]([OH:31])[CH:26]=2)[C:9]2[CH:14]=[CH:13][C:12](/[CH:15]=[CH:16]/[C:17]([O:19]C(C)(C)C)=[O:18])=[C:11]([F:24])[CH:10]=2)[CH2:7][CH2:6][CH2:5][CH2:4][CH2:3][CH2:2]1.C(O)(C(F)(F)F)=O.